This data is from Catalyst prediction with 721,799 reactions and 888 catalyst types from USPTO. The task is: Predict which catalyst facilitates the given reaction. (1) Reactant: [CH2:1]([O:8][C:9]1[CH:14]=[C:13]([O:15][C:16]2[CH:21]=[CH:20][CH:19]=[CH:18][CH:17]=2)[CH:12]=[CH:11][C:10]=1[NH2:22])[C:2]1[CH:7]=[CH:6][CH:5]=[CH:4][CH:3]=1.C([O-])([O-])=O.[K+].[K+].Br[CH2:30][C:31]([O:33][CH3:34])=[O:32].O. Product: [CH3:34][O:33][C:31](=[O:32])[CH2:30][NH:22][C:10]1[CH:11]=[CH:12][C:13]([O:15][C:16]2[CH:17]=[CH:18][CH:19]=[CH:20][CH:21]=2)=[CH:14][C:9]=1[O:8][CH2:1][C:2]1[CH:3]=[CH:4][CH:5]=[CH:6][CH:7]=1. The catalyst class is: 3. (2) Reactant: [C:1]([O:4][CH:5]1[O:26][C@H:25]([CH2:27][O:28][C:29](=[O:31])[CH3:30])[C@@H:20]([O:21][C:22](=[O:24])[CH3:23])[C@H:15]([O:16][C:17](=[O:19])[CH3:18])[C@@H:6]1[NH:7]C(OC(C)(C)C)=O)(=[O:3])[CH3:2].[C:32]([OH:38])([C:34]([F:37])([F:36])[F:35])=[O:33]. Product: [OH:38][C:32]([C:34]([F:37])([F:36])[F:35])=[O:33].[C:1]([O:4][CH:5]1[O:26][C@H:25]([CH2:27][O:28][C:29](=[O:31])[CH3:30])[C@@H:20]([O:21][C:22](=[O:24])[CH3:23])[C@H:15]([O:16][C:17](=[O:19])[CH3:18])[C@@H:6]1[NH2:7])(=[O:3])[CH3:2]. The catalyst class is: 2. (3) Reactant: C1C=CC2N(O)N=NC=2C=1.CCN(C(C)C)C(C)C.[C:20]([O:24][C:25]([CH2:27][C:28]([O-:30])=O)=[O:26])([CH3:23])([CH3:22])[CH3:21].[Li+].CCN=C=NCCCN(C)C.Cl.Cl.[Br:45][C:46]1[CH:51]=[CH:50][CH:49]=[CH:48][C:47]=1[C:52]([N:54]1[CH2:59][CH2:58][NH:57][CH2:56][CH2:55]1)=[O:53]. Product: [C:20]([O:24][C:25](=[O:26])[CH2:27][C:28]([N:57]1[CH2:56][CH2:55][N:54]([C:52](=[O:53])[C:47]2[CH:48]=[CH:49][CH:50]=[CH:51][C:46]=2[Br:45])[CH2:59][CH2:58]1)=[O:30])([CH3:21])([CH3:22])[CH3:23]. The catalyst class is: 18. (4) Reactant: Br[C:2]1[CH:9]=[C:8]([NH:10][CH:11]2[CH2:16][CH2:15][CH:14]([OH:17])[CH2:13][CH2:12]2)[C:5]([C:6]#[N:7])=[C:4]([F:18])[CH:3]=1.[CH3:19][C:20]1([CH3:34])[CH2:28][C:27]2[NH:26][N:25]=[C:24]([C:29]([F:32])([F:31])[F:30])[C:23]=2[C:22](=[O:33])[CH2:21]1.C([O-])([O-])=O.[K+].[K+].CNCCNC. Product: [CH3:19][C:20]1([CH3:34])[CH2:28][C:27]2[N:26]([C:2]3[CH:9]=[C:8]([NH:10][CH:11]4[CH2:16][CH2:15][CH:14]([OH:17])[CH2:13][CH2:12]4)[C:5]([C:6]#[N:7])=[C:4]([F:18])[CH:3]=3)[N:25]=[C:24]([C:29]([F:32])([F:31])[F:30])[C:23]=2[C:22](=[O:33])[CH2:21]1. The catalyst class is: 185. (5) Reactant: [CH3:1][O:2][CH:3]1[CH2:6][N:5]([C:7]([C:9]2[CH:18]=[CH:17][C:16]3[C:11](=[C:12]([C:20]4[CH:25]=[CH:24][C:23]([C:26]5[CH:27]=[N:28][N:29]([CH3:31])[CH:30]=5)=[CH:22][CH:21]=4)[CH:13]=[N+:14]([O-])[CH:15]=3)[N:10]=2)=[O:8])[CH2:4]1.[N:32]1C=CC=CC=1.C1(C)C=CC(S(Cl)(=O)=O)=CC=1.C(CN)O. Product: [NH2:32][C:15]1[N:14]=[CH:13][C:12]([C:20]2[CH:25]=[CH:24][C:23]([C:26]3[CH:27]=[N:28][N:29]([CH3:31])[CH:30]=3)=[CH:22][CH:21]=2)=[C:11]2[C:16]=1[CH:17]=[CH:18][C:9]([C:7]([N:5]1[CH2:6][CH:3]([O:2][CH3:1])[CH2:4]1)=[O:8])=[N:10]2. The catalyst class is: 238. (6) Reactant: [OH-].[Na+].[Cl:3][C:4]1[CH:9]=[CH:8][C:7]([CH2:10][C:11]([O:13]CC)=[O:12])=[CH:6][C:5]=1[O:16][C:17]1[CH:22]=[CH:21][C:20]([S:23]([CH3:26])(=[O:25])=[O:24])=[CH:19][C:18]=1[Cl:27]. Product: [Cl:3][C:4]1[CH:9]=[CH:8][C:7]([CH2:10][C:11]([OH:13])=[O:12])=[CH:6][C:5]=1[O:16][C:17]1[CH:22]=[CH:21][C:20]([S:23]([CH3:26])(=[O:24])=[O:25])=[CH:19][C:18]=1[Cl:27]. The catalyst class is: 90.